Task: Predict the product of the given reaction.. Dataset: Forward reaction prediction with 1.9M reactions from USPTO patents (1976-2016) Given the reactants [Cl:1][C:2]1[N:7]=[CH:6][C:5]([C:8](N(C(C)C)C(C)C)=[O:9])=[C:4]([CH2:17][OH:18])[CH:3]=1.C(=O)([O-])[O-].[Na+].[Na+], predict the reaction product. The product is: [Cl:1][C:2]1[N:7]=[CH:6][C:5]2[C:8](=[O:9])[O:18][CH2:17][C:4]=2[CH:3]=1.